From a dataset of Reaction yield outcomes from USPTO patents with 853,638 reactions. Predict the reaction yield, written as a fraction of the theoretical maximum amount of product (1.0 means a 100% yield; for example, 0.34 means a 34% yield). (1) The reactants are [C:1]1([CH:7]([NH:9][C:10]2[CH:11]=[C:12]([N:22]3[CH2:27][CH2:26][N:25](C(OC(C)(C)C)=O)[CH2:24][CH2:23]3)[CH:13]=[CH:14][C:15]=2[C:16](=[O:21])[C:17]([F:20])([F:19])[F:18])[CH3:8])[CH:6]=[CH:5][CH:4]=[CH:3][CH:2]=1.[ClH:35]. The catalyst is ClCCl.C(OCC)C. The product is [ClH:35].[C:1]1([C@@H:7]([NH:9][C:10]2[CH:11]=[C:12]([N:22]3[CH2:23][CH2:24][NH:25][CH2:26][CH2:27]3)[CH:13]=[CH:14][C:15]=2[C:16](=[O:21])[C:17]([F:20])([F:18])[F:19])[CH3:8])[CH:6]=[CH:5][CH:4]=[CH:3][CH:2]=1. The yield is 0.720. (2) The reactants are [CH3:1][N:2]1[CH2:6][CH2:5][CH2:4][CH:3]1[CH2:7][CH2:8][N:9]1[CH2:14][CH2:13][S:12][C:11]2[CH:15]=[C:16]([NH:19][C:20]([C:22]3[S:23][CH:24]=[CH:25][CH:26]=3)=[NH:21])[CH:17]=[CH:18][C:10]1=2.[ClH:27]. The catalyst is C(O)C. The product is [ClH:27].[ClH:27].[CH3:1][N:2]1[CH2:6][CH2:5][CH2:4][CH:3]1[CH2:7][CH2:8][N:9]1[CH2:14][CH2:13][S:12][C:11]2[CH:15]=[C:16]([NH:19][C:20]([C:22]3[S:23][CH:24]=[CH:25][CH:26]=3)=[NH:21])[CH:17]=[CH:18][C:10]1=2. The yield is 1.00. (3) The reactants are [N:1]1([CH2:6][CH2:7][CH2:8][NH:9][C:10]([C:12]2[CH:21]=[CH:20][C:19]3[C:14](=[C:15](Br)[CH:16]=[N:17][CH:18]=3)[N:13]=2)=[O:11])[CH:5]=[CH:4][N:3]=[CH:2]1.[Cl:23][C:24]1[CH:29]=[CH:28][C:27](B(O)O)=[CH:26][CH:25]=1.C(=O)([O-])[O-].[Cs+].[Cs+]. The catalyst is O1CCOCC1.O.C1(P([C-]2C=CC=C2)C2C=CC=CC=2)C=CC=CC=1.[C-]1(P(C2C=CC=CC=2)C2C=CC=CC=2)C=CC=C1.[Fe+2].[Pd](Cl)Cl. The product is [N:1]1([CH2:6][CH2:7][CH2:8][NH:9][C:10]([C:12]2[CH:21]=[CH:20][C:19]3[C:14](=[C:15]([C:27]4[CH:28]=[CH:29][C:24]([Cl:23])=[CH:25][CH:26]=4)[CH:16]=[N:17][CH:18]=3)[N:13]=2)=[O:11])[CH:5]=[CH:4][N:3]=[CH:2]1. The yield is 0.520. (4) The reactants are [Cl:1][C:2]1[CH:24]=[C:23]([Cl:25])[CH:22]=[CH:21][C:3]=1[CH2:4][N:5]1[C:9]([C:10](OCC)=[O:11])=[CH:8][C:7]([C:15]2[CH:20]=[CH:19][CH:18]=[CH:17][CH:16]=2)=[N:6]1.[H-].C([Al+]CC(C)C)C(C)C.CO.[C@H](O)(C([O-])=O)[C@@H](O)C([O-])=O.[Na+].[K+]. The catalyst is O1CCCC1.C1(C)C=CC=CC=1. The product is [Cl:1][C:2]1[CH:24]=[C:23]([Cl:25])[CH:22]=[CH:21][C:3]=1[CH2:4][N:5]1[C:9]([CH2:10][OH:11])=[CH:8][C:7]([C:15]2[CH:20]=[CH:19][CH:18]=[CH:17][CH:16]=2)=[N:6]1. The yield is 0.920. (5) The reactants are [NH2:1][C:2]1[CH:7]=[CH:6][C:5]([OH:8])=[C:4]([N+]([O-])=O)[CH:3]=1.[N+:12]([O-:15])([OH:14])=[O:13].[N:16]#[C:17][NH2:18]. The catalyst is CCO. The product is [N+:12]([O-:15])([OH:14])=[O:13].[OH:8][C:5]1[CH:6]=[CH:7][C:2]([NH:1][C:17]([NH2:18])=[NH:16])=[C:3]([N+:12]([O-:15])=[O:13])[CH:4]=1. The yield is 0.540. (6) The reactants are [CH3:1][C:2]1[CH:3]=[CH:4][C:5](OS(C(F)(F)F)(=O)=O)=[C:6]2[C:11]=1[NH:10][C:9](=[O:12])[CH2:8][CH2:7]2.[CH3:21][N:22](C=O)C. The catalyst is [C-]#N.[Zn+2].[C-]#N.C1C=CC([P]([Pd]([P](C2C=CC=CC=2)(C2C=CC=CC=2)C2C=CC=CC=2)([P](C2C=CC=CC=2)(C2C=CC=CC=2)C2C=CC=CC=2)[P](C2C=CC=CC=2)(C2C=CC=CC=2)C2C=CC=CC=2)(C2C=CC=CC=2)C2C=CC=CC=2)=CC=1. The product is [C:21]([C:5]1[CH:4]=[CH:3][C:2]([CH3:1])=[C:11]2[C:6]=1[CH2:7][CH2:8][C:9](=[O:12])[NH:10]2)#[N:22]. The yield is 0.870. (7) The catalyst is CN(C=O)C. The yield is 0.750. The reactants are [Br:1][C:2]1[C:3](=[O:29])[N:4]([CH2:19][C:20]2[N:21]=[CH:22][C:23]([C:26](O)=[O:27])=[N:24][CH:25]=2)[C:5]([CH3:18])=[CH:6][C:7]=1[O:8][CH2:9][C:10]1[CH:15]=[CH:14][C:13]([F:16])=[CH:12][C:11]=1[F:17].[CH3:30][N:31]1CCOC[CH2:32]1.CNC. The product is [Br:1][C:2]1[C:3](=[O:29])[N:4]([CH2:19][C:20]2[N:21]=[CH:22][C:23]([C:26]([N:31]([CH3:32])[CH3:30])=[O:27])=[N:24][CH:25]=2)[C:5]([CH3:18])=[CH:6][C:7]=1[O:8][CH2:9][C:10]1[CH:15]=[CH:14][C:13]([F:16])=[CH:12][C:11]=1[F:17].